The task is: Predict which catalyst facilitates the given reaction.. This data is from Catalyst prediction with 721,799 reactions and 888 catalyst types from USPTO. (1) Reactant: [CH:1]1([C:6]([O:8]N2C(=O)CCC2=O)=O)[CH2:5][CH:4]=[CH:3][CH2:2]1.[CH2:16]([NH2:19])[CH2:17][CH3:18]. Product: [CH2:16]([NH:19][C:6]([CH:1]1[CH2:2][CH:3]=[CH:4][CH2:5]1)=[O:8])[CH2:17][CH3:18]. The catalyst class is: 2. (2) Reactant: [OH-].[Ba+2].[OH-].[OH-].[Na+].C([NH:14][C:15]1[NH:16][N:17]([C:26]2[C:31]([Cl:32])=[CH:30][C:29]([Cl:33])=[CH:28][C:27]=2[Cl:34])[C:18](=[O:25])[C:19]=1[N:20]1[CH:24]=[CH:23][CH:22]=[N:21]1)(=O)C1C=CC=CC=1. Product: [NH2:14][C:15]1[NH:16][N:17]([C:26]2[C:27]([Cl:34])=[CH:28][C:29]([Cl:33])=[CH:30][C:31]=2[Cl:32])[C:18](=[O:25])[C:19]=1[N:20]1[CH:24]=[CH:23][CH:22]=[N:21]1. The catalyst class is: 5. (3) Reactant: [CH3:1][C:2]1[C:6]([CH2:7][CH2:8][CH2:9][OH:10])=[CH:5][N:4]([C:11]2[CH:16]=[CH:15][C:14]([C:17]([F:20])([F:19])[F:18])=[CH:13][N:12]=2)[N:3]=1.O[C:22]1[CH:23]=[C:24]([CH2:28][C:29]([O:31]C)=[O:30])[CH:25]=[CH:26][CH:27]=1.C(P(CCCC)CCCC)CCC.N(C(N1CCCCC1)=O)=NC(N1CCCCC1)=O. Product: [CH3:1][C:2]1[C:6]([CH2:7][CH2:8][CH2:9][O:10][C:22]2[CH:23]=[C:24]([CH2:28][C:29]([OH:31])=[O:30])[CH:25]=[CH:26][CH:27]=2)=[CH:5][N:4]([C:11]2[CH:16]=[CH:15][C:14]([C:17]([F:19])([F:20])[F:18])=[CH:13][N:12]=2)[N:3]=1. The catalyst class is: 7.